Dataset: Full USPTO retrosynthesis dataset with 1.9M reactions from patents (1976-2016). Task: Predict the reactants needed to synthesize the given product. Given the product [CH2:9]([O:8][C:1](=[O:7])[C:2](=[O:4])[CH2:24][C:23]([C:20]1[CH:19]=[CH:18][C:17]([O:16][CH3:15])=[CH:22][N:21]=1)=[O:25])[CH3:10], predict the reactants needed to synthesize it. The reactants are: [C:1]([O:8][CH2:9][CH3:10])(=[O:7])[C:2]([O:4]CC)=O.[O-]CC.[Na+].[CH3:15][O:16][C:17]1[CH:18]=[CH:19][C:20]([C:23](=[O:25])[CH3:24])=[N:21][CH:22]=1.O.